The task is: Predict the product of the given reaction.. This data is from Forward reaction prediction with 1.9M reactions from USPTO patents (1976-2016). (1) Given the reactants CN(C(ON1N=NC2C=CC=NC1=2)=[N+](C)C)C.F[P-](F)(F)(F)(F)F.[Cl:25][C:26]1[N:30]2[CH:31]=[C:32]([C:39]3[O:40][CH:41]=[CH:42][CH:43]=3)[CH:33]=[C:34]([C:35]([F:38])([F:37])[F:36])[C:29]2=[N:28][C:27]=1[C:44]([OH:46])=O.[C:47]1([CH:53]2[CH2:58][CH2:57][CH2:56][NH:55][CH2:54]2)[CH:52]=[CH:51][CH:50]=[CH:49][CH:48]=1, predict the reaction product. The product is: [Cl:25][C:26]1[N:30]2[CH:31]=[C:32]([C:39]3[O:40][CH:41]=[CH:42][CH:43]=3)[CH:33]=[C:34]([C:35]([F:38])([F:36])[F:37])[C:29]2=[N:28][C:27]=1[C:44]([N:55]1[CH2:56][CH2:57][CH2:58][CH:53]([C:47]2[CH:52]=[CH:51][CH:50]=[CH:49][CH:48]=2)[CH2:54]1)=[O:46]. (2) Given the reactants Br[C:2]1[CH:3]=[C:4]([C:15]#[N:16])[CH:5]=[C:6]2[C:10]=1[N:9]([CH3:11])[C:8]([C:12]([NH2:14])=[O:13])=[CH:7]2.[F:17][C:18]1[CH:23]=[C:22]([F:24])[CH:21]=[CH:20][C:19]=1B(O)O, predict the reaction product. The product is: [C:15]([C:4]1[CH:5]=[C:6]2[C:10](=[C:2]([C:21]3[CH:20]=[CH:19][C:18]([F:17])=[CH:23][C:22]=3[F:24])[CH:3]=1)[N:9]([CH3:11])[C:8]([C:12]([NH2:14])=[O:13])=[CH:7]2)#[N:16]. (3) Given the reactants [C:1](=[O:8])([O:3][C:4]([CH3:7])([CH3:6])[CH3:5])[NH2:2].[Na+].[C:10]1([S:16]([O-:18])=[O:17])[CH:15]=[CH:14][CH:13]=[CH:12][CH:11]=1.[Cl:19][C:20]1[CH:27]=[CH:26][CH:25]=[CH:24][C:21]=1[CH:22]=O.C(O)=O, predict the reaction product. The product is: [Cl:19][C:20]1[CH:27]=[CH:26][CH:25]=[CH:24][C:21]=1[CH:22]([NH:2][C:1](=[O:8])[O:3][C:4]([CH3:7])([CH3:6])[CH3:5])[S:16]([C:10]1[CH:15]=[CH:14][CH:13]=[CH:12][CH:11]=1)(=[O:18])=[O:17]. (4) The product is: [Si:23]([O:10][CH2:9][CH2:8][C:6]1[N:7]=[C:2]([CH3:1])[C:3]([N+:11]([O-:13])=[O:12])=[CH:4][CH:5]=1)([C:20]([CH3:22])([CH3:21])[CH3:19])([CH3:25])[CH3:24]. Given the reactants [CH3:1][C:2]1[N:7]=[C:6]([CH2:8][CH2:9][OH:10])[CH:5]=[CH:4][C:3]=1[N+:11]([O-:13])=[O:12].N1C=CN=C1.[CH3:19][C:20]([Si:23](Cl)([CH3:25])[CH3:24])([CH3:22])[CH3:21], predict the reaction product. (5) Given the reactants [Cl:1][C:2]([Cl:4])=[CH2:3].[Br:5][C:6]1[CH:7]=[C:8]([CH3:14])[C:9]([Cl:13])=[C:10](N)[CH:11]=1.[ClH:15], predict the reaction product. The product is: [Br:5][C:6]1[CH:11]=[C:10]([CH2:3][C:2]([Cl:15])([Cl:4])[Cl:1])[C:9]([Cl:13])=[C:8]([CH3:14])[CH:7]=1. (6) The product is: [CH:3]1([CH:8]([C:14]([OH:16])=[O:15])[C:9]([OH:11])=[O:10])[CH2:4][CH2:5][CH2:6][CH2:7]1. Given the reactants [OH-].[Na+].[CH:3]1([CH:8]([C:14]([O:16]CC)=[O:15])[C:9]([O:11]CC)=[O:10])[CH2:7][CH2:6][CH2:5][CH2:4]1, predict the reaction product. (7) Given the reactants [CH3:1][O:2][C:3]1[CH:4]=[C:5]2[C:10](=[CH:11][C:12]=1[O:13][CH3:14])[C:9](=O)[NH:8][CH:7]=[C:6]2[C:16]#[N:17].P(Br)(Br)([Br:20])=O.C(Cl)Cl, predict the reaction product. The product is: [Br:20][C:9]1[C:10]2[C:5](=[CH:4][C:3]([O:2][CH3:1])=[C:12]([O:13][CH3:14])[CH:11]=2)[C:6]([C:16]#[N:17])=[CH:7][N:8]=1.